Dataset: NCI-60 drug combinations with 297,098 pairs across 59 cell lines. Task: Regression. Given two drug SMILES strings and cell line genomic features, predict the synergy score measuring deviation from expected non-interaction effect. (1) Drug 1: CCCCC(=O)OCC(=O)C1(CC(C2=C(C1)C(=C3C(=C2O)C(=O)C4=C(C3=O)C=CC=C4OC)O)OC5CC(C(C(O5)C)O)NC(=O)C(F)(F)F)O. Drug 2: C(CN)CNCCSP(=O)(O)O. Cell line: HCT116. Synergy scores: CSS=53.0, Synergy_ZIP=3.29, Synergy_Bliss=2.29, Synergy_Loewe=-30.8, Synergy_HSA=1.41. (2) Drug 1: CCCS(=O)(=O)NC1=C(C(=C(C=C1)F)C(=O)C2=CNC3=C2C=C(C=N3)C4=CC=C(C=C4)Cl)F. Drug 2: C1=CC(=C2C(=C1NCCNCCO)C(=O)C3=C(C=CC(=C3C2=O)O)O)NCCNCCO. Cell line: UACC62. Synergy scores: CSS=65.3, Synergy_ZIP=6.42, Synergy_Bliss=6.03, Synergy_Loewe=10.3, Synergy_HSA=12.5. (3) Drug 1: CCC1(CC2CC(C3=C(CCN(C2)C1)C4=CC=CC=C4N3)(C5=C(C=C6C(=C5)C78CCN9C7C(C=CC9)(C(C(C8N6C)(C(=O)OC)O)OC(=O)C)CC)OC)C(=O)OC)O.OS(=O)(=O)O. Drug 2: C1=CC=C(C(=C1)C(C2=CC=C(C=C2)Cl)C(Cl)Cl)Cl. Cell line: HT29. Synergy scores: CSS=1.35, Synergy_ZIP=-0.0802, Synergy_Bliss=-5.14, Synergy_Loewe=-17.0, Synergy_HSA=-8.08. (4) Drug 2: C1CN(CCN1C(=O)CCBr)C(=O)CCBr. Synergy scores: CSS=10.8, Synergy_ZIP=-5.80, Synergy_Bliss=-1.27, Synergy_Loewe=-2.30, Synergy_HSA=-0.739. Drug 1: CCCS(=O)(=O)NC1=C(C(=C(C=C1)F)C(=O)C2=CNC3=C2C=C(C=N3)C4=CC=C(C=C4)Cl)F. Cell line: SF-295. (5) Cell line: DU-145. Drug 2: CS(=O)(=O)CCNCC1=CC=C(O1)C2=CC3=C(C=C2)N=CN=C3NC4=CC(=C(C=C4)OCC5=CC(=CC=C5)F)Cl. Drug 1: C1=C(C(=O)NC(=O)N1)F. Synergy scores: CSS=33.9, Synergy_ZIP=-1.64, Synergy_Bliss=-2.39, Synergy_Loewe=-3.06, Synergy_HSA=-1.91. (6) Drug 2: CN(C(=O)NC(C=O)C(C(C(CO)O)O)O)N=O. Cell line: SF-539. Synergy scores: CSS=8.65, Synergy_ZIP=-6.45, Synergy_Bliss=-8.98, Synergy_Loewe=-11.6, Synergy_HSA=-7.56. Drug 1: CC1=C(C=C(C=C1)NC(=O)C2=CC=C(C=C2)CN3CCN(CC3)C)NC4=NC=CC(=N4)C5=CN=CC=C5.